Dataset: Rat liver microsome stability data. Task: Regression/Classification. Given a drug SMILES string, predict its absorption, distribution, metabolism, or excretion properties. Task type varies by dataset: regression for continuous measurements (e.g., permeability, clearance, half-life) or binary classification for categorical outcomes (e.g., BBB penetration, CYP inhibition). Dataset: rlm. (1) The compound is COc1ccccc1C(=O)NC1CCCc2c1[nH]c1c(Cl)cccc21. The result is 1 (stable in rat liver microsomes). (2) The drug is CC(C)COC(=O)Nc1ccc(-c2cnc3c(-c4cccc(N5CCNCC5)c4)cnn3c2N)cc1. The result is 0 (unstable in rat liver microsomes). (3) The compound is N#Cc1nc(-c2cccc3ccccc23)oc1NC1COC1. The result is 1 (stable in rat liver microsomes). (4) The drug is COc1cc(N2CCN(C3CCN(c4cccc5cc(C)cnc45)CC3)CC2)c2ncccc2c1. The result is 1 (stable in rat liver microsomes).